From a dataset of Forward reaction prediction with 1.9M reactions from USPTO patents (1976-2016). Predict the product of the given reaction. (1) Given the reactants ClC1SC(S([N:10]([S:22]([C:25]2[S:26][C:27]([Cl:30])=[CH:28][CH:29]=2)(=[O:24])=[O:23])[C:11]2[C:19]3[C:14](=[CH:15][CH:16]=[CH:17][C:18]=3[O:20][CH3:21])[NH:13][N:12]=2)(=O)=O)=CC=1.C1(P(C2C=CC=CC=2)C2C=CC=CC=2)C=CC=CC=1.O[CH2:51][C:52]1[CH:53]=[C:54]([S:58]([NH2:61])(=[O:60])=[O:59])[CH:55]=[CH:56][CH:57]=1.N(C(OC(C)C)=O)=NC(OC(C)C)=O, predict the reaction product. The product is: [NH2:61][S:58]([C:54]1[CH:53]=[C:52]([CH2:51][N:13]2[C:14]3[C:19](=[C:18]([O:20][CH3:21])[CH:17]=[CH:16][CH:15]=3)[C:11]([NH:10][S:22]([C:25]3[S:26][C:27]([Cl:30])=[CH:28][CH:29]=3)(=[O:23])=[O:24])=[N:12]2)[CH:57]=[CH:56][CH:55]=1)(=[O:59])=[O:60]. (2) Given the reactants [NH2:1][C:2]1[CH:6]=[C:5]([C:7]2[CH:8]=[N:9][NH:10][C:11]=2[CH3:12])[S:4][C:3]=1[C:13]([NH2:15])=[O:14].[F:16][CH:17]1[CH2:22][CH2:21][CH2:20][CH2:19][C:18]1=O.CC1(C)C2(CS(O)(=O)=O)C(CC1CC2)=O.[O-]S([O-])(=O)=O.[Mg+2].C([O-])(O)=O.[Na+], predict the reaction product. The product is: [F:16][CH:17]1[C:22]2([NH:1][C:2]3[CH:6]=[C:5]([C:7]4[CH:8]=[N:9][NH:10][C:11]=4[CH3:12])[S:4][C:3]=3[C:13](=[O:14])[NH:15]2)[CH2:21][CH2:20][CH2:19][CH2:18]1. (3) Given the reactants Cl.[CH3:2][C:3]1[CH:8]=[C:7]([C:9](=[O:38])[CH2:10][C@H:11]([C:19]2[CH:24]=[CH:23][C:22]([C:25]3[CH2:30][CH2:29][N:28](C(OC(C)(C)C)=O)[CH2:27][CH:26]=3)=[CH:21][CH:20]=2)[C:12]2[CH:17]=[CH:16][CH:15]=[CH:14][C:13]=2[CH3:18])[CH:6]=[CH:5][N:4]=1.C(N(CC)C(C)C)(C)C.[CH3:48][S:49](Cl)(=[O:51])=[O:50].[O:53]1[CH2:58][CH2:57]OCC1, predict the reaction product. The product is: [CH3:2][C:3]1[CH:8]=[C:7]([C:9](=[O:38])[CH2:10][C@H:11]([C:19]2[CH:24]=[CH:23][C:22]([C:25]3[CH2:26][CH2:27][NH:28][C:58](=[O:53])[CH:57]=3)=[CH:21][CH:20]=2)[C:12]2[CH:17]=[CH:16][CH:15]=[CH:14][C:13]=2[CH3:18])[CH:6]=[CH:5][N:4]=1.[CH3:48][S:49]([N:28]1[CH2:27][CH:26]=[C:25]([C:22]2[CH:23]=[CH:24][C:19]([C@H:11]([C:12]3[CH:17]=[CH:16][CH:15]=[CH:14][C:13]=3[CH3:18])[CH2:10][C:9]([C:7]3[CH:6]=[CH:5][N:4]=[C:3]([CH3:2])[CH:8]=3)=[O:38])=[CH:20][CH:21]=2)[CH2:30][CH2:29]1)(=[O:51])=[O:50]. (4) Given the reactants [OH:1][C@@H:2]1[CH:19]2[C@:14]([CH3:21])([CH2:15][CH2:16][C:17](=[O:20])[CH2:18]2)[C@@H:13]2[C@H:4]([C@H:5]3[C@@:9]([CH2:11][CH2:12]2)([CH3:10])[C:8](=[O:22])[CH2:7][CH2:6]3)[CH2:3]1.[CH3:23][C:24](OC(C)=O)=[O:25], predict the reaction product. The product is: [C:24]([O:1][C@@H:2]1[CH:19]2[C@:14]([CH3:21])([CH2:15][CH2:16][C:17](=[O:20])[CH2:18]2)[C@@H:13]2[C@H:4]([C@H:5]3[C@@:9]([CH2:11][CH2:12]2)([CH3:10])[C:8](=[O:22])[CH2:7][CH2:6]3)[CH2:3]1)(=[O:25])[CH3:23]. (5) The product is: [N:9]1[O:10][N:11]=[C:12]2[CH:17]=[C:16]([CH:18]3[C:23]4[C:22](=[O:27])[CH2:21][O:20][CH2:25][C:24]=4[NH:1][C:2]4[N:3]([CH3:8])[O:4][C:5](=[O:7])[C:6]3=4)[CH:15]=[CH:14][C:13]=12. Given the reactants [NH2:1][C:2]1[N:3]([CH3:8])[O:4][C:5](=[O:7])[CH:6]=1.[N:9]1[O:10][N:11]=[C:12]2[CH:17]=[C:16]([CH:18]=O)[CH:15]=[CH:14][C:13]=12.[O:20]1[CH2:25][C:24](=O)[CH2:23][C:22](=[O:27])[CH2:21]1, predict the reaction product.